This data is from Forward reaction prediction with 1.9M reactions from USPTO patents (1976-2016). The task is: Predict the product of the given reaction. (1) Given the reactants [CH2:1]([O:8][C:9]1[CH:14]=[C:13]([CH:15]=[CH2:16])[CH:12]=[CH:11][C:10]=1[N:17]1[S:21](=[O:23])(=[O:22])[N:20]([CH2:24][CH2:25][Si:26]([CH3:29])([CH3:28])[CH3:27])[C:19](=[O:30])[CH2:18]1)[C:2]1[CH:7]=[CH:6][CH:5]=[CH:4][CH:3]=1.Br[C:32]1[CH:37]=[CH:36][CH:35]=[C:34]([O:38][CH3:39])[N:33]=1.CCN(CC)CC.C(P(C(C)(C)C)C1C=CC=CC=1C1C=CC=CC=1)(C)(C)C, predict the reaction product. The product is: [CH2:1]([O:8][C:9]1[CH:14]=[C:13](/[CH:15]=[CH:16]/[C:32]2[CH:37]=[CH:36][CH:35]=[C:34]([O:38][CH3:39])[N:33]=2)[CH:12]=[CH:11][C:10]=1[N:17]1[S:21](=[O:22])(=[O:23])[N:20]([CH2:24][CH2:25][Si:26]([CH3:28])([CH3:27])[CH3:29])[C:19](=[O:30])[CH2:18]1)[C:2]1[CH:3]=[CH:4][CH:5]=[CH:6][CH:7]=1. (2) The product is: [CH:28]([N:18]1[CH:19]=[C:15]([C:12]2[CH:11]=[CH:10][C:9]([B:4]3[O:5][C:6]([CH3:7])([CH3:8])[C:2]([CH3:20])([CH3:1])[O:3]3)=[CH:14][CH:13]=2)[CH:16]=[N:17]1)([CH3:30])[CH3:29]. Given the reactants [CH3:1][C:2]1([CH3:20])[C:6]([CH3:8])([CH3:7])[O:5][B:4]([C:9]2[CH:14]=[CH:13][C:12]([C:15]3[CH:16]=[N:17][NH:18][CH:19]=3)=[CH:11][CH:10]=2)[O:3]1.C(=O)([O-])[O-].[K+].[K+].I[CH:28]([CH3:30])[CH3:29], predict the reaction product. (3) Given the reactants [CH3:1][CH:2]([CH3:16])[CH2:3][C:4]([NH:6][C:7]1[CH:15]=[N:14][CH:13]=[CH:12][C:8]=1[C:9]([OH:11])=[O:10])=O, predict the reaction product. The product is: [CH2:3]([C:4]1[O:10][C:9](=[O:11])[C:8]2[CH:12]=[CH:13][N:14]=[CH:15][C:7]=2[N:6]=1)[CH:2]([CH3:16])[CH3:1].